The task is: Predict the reaction yield, written as a fraction of the theoretical maximum amount of product (1.0 means a 100% yield; for example, 0.34 means a 34% yield).. This data is from Reaction yield outcomes from USPTO patents with 853,638 reactions. The reactants are [C:1]([O:5][C:6]([NH:8][CH2:9][C:10]([OH:12])=O)=[O:7])([CH3:4])([CH3:3])[CH3:2].O.[OH:14][N:15]1C2C=CC=CC=2N=N1.Cl.CN(C)CCCN=C=NCC.C(O[C:39]([CH:41]1[CH2:46][NH:45][CH2:44][CH2:43][N:42]1[S:47]([C:50]1[CH:55]=[CH:54][C:53]([O:56][CH2:57][C:58]#[C:59][CH3:60])=[CH:52][CH:51]=1)(=[O:49])=[O:48])=[O:40])C. The catalyst is CN(C=O)C.C(OCC)(=O)C. The product is [C:1]([O:5][C:6](=[O:7])[NH:8][CH2:9][C:10]([N:45]1[CH2:44][CH2:43][N:42]([S:47]([C:50]2[CH:51]=[CH:52][C:53]([O:56][CH2:57][C:58]#[C:59][CH3:60])=[CH:54][CH:55]=2)(=[O:49])=[O:48])[CH:41]([C:39](=[O:40])[NH:15][OH:14])[CH2:46]1)=[O:12])([CH3:2])([CH3:3])[CH3:4]. The yield is 0.950.